Dataset: Forward reaction prediction with 1.9M reactions from USPTO patents (1976-2016). Task: Predict the product of the given reaction. The product is: [O:38]=[C:24]1[N:23]([C:21]2[CH:20]=[CH:19][C:17]3[C:18]4[NH:9][N:10]=[CH:11][C:12]=4[CH2:13][CH2:14][CH2:15][C:16]=3[CH:22]=2)[CH2:27][C@H:26]([CH2:28][NH:29][C:30](=[O:37])[C:31]2[CH:36]=[CH:35][CH:34]=[CH:33][CH:32]=2)[O:25]1. Given the reactants C([N:9]1[C:18]2[C:17]3[CH:19]=[CH:20][C:21]([N:23]4[CH2:27][C@H:26]([CH2:28][NH:29][C:30](=[O:37])[C:31]5[CH:36]=[CH:35][CH:34]=[CH:33][CH:32]=5)[O:25][C:24]4=[O:38])=[CH:22][C:16]=3[CH2:15][CH2:14][CH2:13][C:12]=2[CH:11]=[N:10]1)(=O)C1C=CC=CC=1.C(N)C1C=CC=CC=1, predict the reaction product.